Predict the reactants needed to synthesize the given product. From a dataset of Full USPTO retrosynthesis dataset with 1.9M reactions from patents (1976-2016). (1) The reactants are: [O:1]1[C:5]2([CH2:10][CH2:9][N:8]([C:11]3[CH:19]=[CH:18][C:14]([C:15]([OH:17])=O)=[CH:13][CH:12]=3)[CH2:7][CH2:6]2)[O:4][CH2:3][CH2:2]1.Cl.CN(C)CCCN=C=NCC.Cl.[CH2:33]([O:40][NH2:41])[C:34]1[CH:39]=[CH:38][CH:37]=[CH:36][CH:35]=1.CN1CCOCC1. Given the product [CH2:33]([O:40][NH:41][C:15](=[O:17])[C:14]1[CH:13]=[CH:12][C:11]([N:8]2[CH2:7][CH2:6][C:5]3([O:4][CH2:3][CH2:2][O:1]3)[CH2:10][CH2:9]2)=[CH:19][CH:18]=1)[C:34]1[CH:39]=[CH:38][CH:37]=[CH:36][CH:35]=1, predict the reactants needed to synthesize it. (2) Given the product [CH3:8][O:9][C:10](=[O:29])[CH2:11][C:12]1[CH:17]=[CH:16][C:15]([O:18][CH3:19])=[C:14]([O:20][CH2:21][CH2:22][N:23]2[CH2:28][CH2:27][CH2:26][CH2:25][CH2:24]2)[CH:13]=1, predict the reactants needed to synthesize it. The reactants are: N1(C[CH2:8][O:9][C:10](=[O:29])[CH2:11][C:12]2[CH:17]=[CH:16][C:15]([O:18][CH3:19])=[C:14]([O:20][CH2:21][CH2:22][N:23]3[CH2:28][CH2:27][CH2:26][CH2:25][CH2:24]3)[CH:13]=2)CCCCC1.[OH-].[K+].Cl.